Task: Predict the reaction yield, written as a fraction of the theoretical maximum amount of product (1.0 means a 100% yield; for example, 0.34 means a 34% yield).. Dataset: Reaction yield outcomes from USPTO patents with 853,638 reactions The reactants are [NH2:1][C:2]1[CH:25]=[CH:24][C:23]([N:26]2[CH2:31][CH2:30][CH2:29][CH2:28][CH2:27]2)=[CH:22][C:3]=1[C:4]([NH:6][C:7]1[CH:11]=[CH:10][N:9]([C:12]2[CH:17]=[CH:16][CH:15]=[C:14]([C:18]([F:21])([F:20])[F:19])[CH:13]=2)[N:8]=1)=[O:5].[CH3:32][N:33]([CH2:45][CH2:46][N:47]1[CH2:52][CH2:51][O:50][CH2:49][CH2:48]1)[C:34]([C:36]1[CH:37]=[C:38]([CH:42]=[CH:43][CH:44]=1)[C:39](O)=[O:40])=[O:35].CCN=C=NCCCN(C)C.Cl. The catalyst is CN(C)C1C=CN=CC=1.ClCCl. The product is [CH3:32][N:33]([CH2:45][CH2:46][N:47]1[CH2:52][CH2:51][O:50][CH2:49][CH2:48]1)[C:34](=[O:35])[C:36]1[CH:44]=[CH:43][CH:42]=[C:38]([C:39]([NH:1][C:2]2[CH:25]=[CH:24][C:23]([N:26]3[CH2:31][CH2:30][CH2:29][CH2:28][CH2:27]3)=[CH:22][C:3]=2[C:4](=[O:5])[NH:6][C:7]2[CH:11]=[CH:10][N:9]([C:12]3[CH:17]=[CH:16][CH:15]=[C:14]([C:18]([F:20])([F:21])[F:19])[CH:13]=3)[N:8]=2)=[O:40])[CH:37]=1. The yield is 0.660.